Dataset: Forward reaction prediction with 1.9M reactions from USPTO patents (1976-2016). Task: Predict the product of the given reaction. (1) Given the reactants [CH3:1][O:2][C:3]1[CH:9]=[CH:8][C:7]([S:10]([CH2:13][CH3:14])(=[O:12])=[O:11])=[CH:6][C:4]=1[NH2:5].C(OC1C=CC(C(N)=O)=CC=1N=[C:29]=[S:30])(C)C, predict the reaction product. The product is: [CH2:13]([S:10]([C:7]1[CH:8]=[CH:9][C:3]([O:2][CH3:1])=[C:4]([N:5]=[C:29]=[S:30])[CH:6]=1)(=[O:12])=[O:11])[CH3:14]. (2) Given the reactants [F:1][C:2]1[CH:20]=[CH:19][C:5]([CH2:6][N:7]2[C:11]3[CH:12]=[N:13][C:14]([C:16]([OH:18])=O)=[CH:15][C:10]=3[N:9]=[CH:8]2)=[CH:4][CH:3]=1.Cl.[CH2:22]([O:25][NH2:26])[CH:23]=[CH2:24], predict the reaction product. The product is: [CH2:22]([O:25][NH:26][C:16]([C:14]1[N:13]=[CH:12][C:11]2[N:7]([CH2:6][C:5]3[CH:4]=[CH:3][C:2]([F:1])=[CH:20][CH:19]=3)[CH:8]=[N:9][C:10]=2[CH:15]=1)=[O:18])[CH:23]=[CH2:24].